From a dataset of Reaction yield outcomes from USPTO patents with 853,638 reactions. Predict the reaction yield, written as a fraction of the theoretical maximum amount of product (1.0 means a 100% yield; for example, 0.34 means a 34% yield). (1) The reactants are [OH:1][C:2]1[CH:7]=[CH:6][C:5]([C:8]2[CH:9]=[C:10]3[C:16]([C:17]4[CH:22]=[CH:21][CH:20]=[CH:19][C:18]=4[O:23][CH3:24])=[N:15][N:14](COCC[Si](C)(C)C)[C:11]3=[N:12][CH:13]=2)=[CH:4][C:3]=1[C:33]([N:35]1[CH2:40][CH2:39][O:38][CH2:37][CH2:36]1)=[O:34].B(F)(F)F.CCOCC.[OH-].[K+].C(O)(=O)CC(CC(O)=O)(C(O)=O)O.S([O-])([O-])(=O)=O.[Na+].[Na+]. The catalyst is ClCCl. The product is [OH:1][C:2]1[CH:7]=[CH:6][C:5]([C:8]2[CH:9]=[C:10]3[C:16]([C:17]4[CH:22]=[CH:21][CH:20]=[CH:19][C:18]=4[O:23][CH3:24])=[N:15][NH:14][C:11]3=[N:12][CH:13]=2)=[CH:4][C:3]=1[C:33]([N:35]1[CH2:36][CH2:37][O:38][CH2:39][CH2:40]1)=[O:34]. The yield is 0.440. (2) The reactants are [C:1]([O:5][C:6](=[O:15])[NH:7][C:8]1[S:9][C:10]([CH:13]=O)=[CH:11][N:12]=1)([CH3:4])([CH3:3])[CH3:2].[CH2:16]([O:18][C:19]([CH:21]1[CH2:26][CH2:25][NH:24][CH2:23][CH2:22]1)=[O:20])[CH3:17].C([BH3-])#N.[Na+]. The catalyst is CO.C(O)(=O)C. The product is [CH2:16]([O:18][C:19]([CH:21]1[CH2:26][CH2:25][N:24]([CH2:13][C:10]2[S:9][C:8]([NH:7][C:6]([O:5][C:1]([CH3:4])([CH3:3])[CH3:2])=[O:15])=[N:12][CH:11]=2)[CH2:23][CH2:22]1)=[O:20])[CH3:17]. The yield is 0.600. (3) The reactants are [Br:1][C:2]1[CH:7]=[CH:6][CH:5]=[CH:4][C:3]=1[NH:8][N:9]=[C:10]([C:16]#[N:17])[C:11]([NH:13][CH2:14][CH3:15])=[O:12].[Cl-].[Al+3].[Cl-].[Cl-].[C@H](O)(C([O-])=O)[C@@H](O)C([O-])=O.[Na+].[K+]. The catalyst is C1(C)C=CC=CC=1.C(OCC)(=O)C. The product is [NH2:17][C:16]1[C:4]2[C:3](=[C:2]([Br:1])[CH:7]=[CH:6][CH:5]=2)[N:8]=[N:9][C:10]=1[C:11]([NH:13][CH2:14][CH3:15])=[O:12]. The yield is 0.690. (4) The reactants are CC(OI1(OC(C)=O)(OC(C)=O)OC(=O)C2C=CC=CC1=2)=O.[CH2:23]([C:27]1[CH:32]=[CH:31][C:30]([C:33]2[O:37][C:36]([C:38]3[CH:43]=[CH:42][C:41]([CH2:44][OH:45])=[CH:40][CH:39]=3)=[N:35][N:34]=2)=[CH:29][CH:28]=1)[CH:24]([CH3:26])[CH3:25]. The catalyst is ClCCl. The product is [CH2:23]([C:27]1[CH:28]=[CH:29][C:30]([C:33]2[O:37][C:36]([C:38]3[CH:39]=[CH:40][C:41]([CH:44]=[O:45])=[CH:42][CH:43]=3)=[N:35][N:34]=2)=[CH:31][CH:32]=1)[CH:24]([CH3:26])[CH3:25]. The yield is 0.880.